This data is from Forward reaction prediction with 1.9M reactions from USPTO patents (1976-2016). The task is: Predict the product of the given reaction. (1) Given the reactants [NH2:1][CH2:2][C:3]1[N:8]=[CH:7][C:6]([C:9]([O:11][CH3:12])=[O:10])=[CH:5][C:4]=1[Cl:13].N1C=CC=CC=1.[N:20]([CH:23]1[C:29]2[CH:30]=[CH:31][CH:32]=[CH:33][C:28]=2[CH2:27][CH2:26][C:25]2[CH:34]=[CH:35][CH:36]=[CH:37][C:24]1=2)=[C:21]=[O:22], predict the reaction product. The product is: [Cl:13][C:4]1[CH:5]=[C:6]([C:9]([O:11][CH3:12])=[O:10])[CH:7]=[N:8][C:3]=1[CH2:2][NH:1][C:21]([NH:20][CH:23]1[C:24]2[CH:37]=[CH:36][CH:35]=[CH:34][C:25]=2[CH2:26][CH2:27][C:28]2[CH:33]=[CH:32][CH:31]=[CH:30][C:29]1=2)=[O:22]. (2) Given the reactants C([O:8][C@@H:9]1[C@@H:14]([O:15]CC2C=CC=CC=2)[C@H:13]([O:23]CC2C=CC=CC=2)[C@@H:12]([CH2:31][O:32]CC2C=CC=CC=2)[O:11][C@H:10]1[C:40]1[S:44][C:43]2[C:45]([CH2:49][C:50]3[CH:55]=[CH:54][C:53]([CH3:56])=[CH:52][CH:51]=3)=[CH:46][CH:47]=[CH:48][C:42]=2[CH:41]=1)C1C=CC=CC=1.C(S)C.C(=O)([O-])[O-].[K+].[K+], predict the reaction product. The product is: [C@@H:10]1([C:40]2[S:44][C:43]3[C:45]([CH2:49][C:50]4[CH:51]=[CH:52][C:53]([CH3:56])=[CH:54][CH:55]=4)=[CH:46][CH:47]=[CH:48][C:42]=3[CH:41]=2)[O:11][C@H:12]([CH2:31][OH:32])[C@@H:13]([OH:23])[C@H:14]([OH:15])[C@H:9]1[OH:8]. (3) Given the reactants Cl[C:2]1[C:11]2[C:6](=[CH:7][CH:8]=[CH:9][CH:10]=2)[C:5]([Cl:12])=[N:4][N:3]=1.C(N(CC)CC)C.[C:20]([O:24][C:25]([N:27]1[CH2:32][CH2:31][NH:30][CH2:29][CH2:28]1)=[O:26])([CH3:23])([CH3:22])[CH3:21].[Cl-].[Na+], predict the reaction product. The product is: [C:20]([O:24][C:25]([N:27]1[CH2:32][CH2:31][N:30]([C:2]2[C:11]3[C:6](=[CH:7][CH:8]=[CH:9][CH:10]=3)[C:5]([Cl:12])=[N:4][N:3]=2)[CH2:29][CH2:28]1)=[O:26])([CH3:23])([CH3:21])[CH3:22]. (4) Given the reactants Cl[CH2:2][CH2:3][C:4]([C:6]1[CH:11]=[CH:10][C:9]([CH2:12][CH3:13])=[C:8]([CH2:14][CH3:15])[CH:7]=1)=[O:5], predict the reaction product. The product is: [CH2:12]([C:9]1[CH:10]=[C:11]2[C:6](=[CH:7][C:8]=1[CH2:14][CH3:15])[C:4](=[O:5])[CH2:3][CH2:2]2)[CH3:13]. (5) Given the reactants [CH3:1][C:2]1([CH3:14])[C:6]([CH3:8])([CH3:7])[O:5][B:4]([C:9]2[CH:10]=[N:11][NH:12][CH:13]=2)[O:3]1.C(=O)([O-])[O-].[K+].[K+].Br[CH:22]([CH3:28])[C:23]([O:25][CH2:26][CH3:27])=[O:24].C1(C)C=CC=CC=1, predict the reaction product. The product is: [CH3:1][C:2]1([CH3:14])[C:6]([CH3:7])([CH3:8])[O:5][B:4]([C:9]2[CH:13]=[N:12][N:11]([CH:22]([CH3:28])[C:23]([O:25][CH2:26][CH3:27])=[O:24])[CH:10]=2)[O:3]1. (6) Given the reactants [Br:1][C:2]1[C:7]([F:8])=[CH:6][C:5]([OH:9])=[C:4]([C:10]2[NH:11][CH:12]=[CH:13][N:14]=2)[CH:3]=1.C([O-])([O-])=O.[Cs+].[Cs+].Br[CH2:22][CH2:23]Br, predict the reaction product. The product is: [Br:1][C:2]1[C:7]([F:8])=[CH:6][C:5]2[O:9][CH2:23][CH2:22][N:11]3[C:10](=[N:14][CH:13]=[CH:12]3)[C:4]=2[CH:3]=1. (7) The product is: [CH:1]1([C:4]2[N:8]=[C:7]([C:9]3[C:10]4[CH2:28][CH2:27][C:26]([F:29])([F:30])[CH2:25][C:11]=4[S:12][C:13]=3[NH:14][C:15]([CH:17]3[CH2:21][CH2:20][CH2:31][CH2:19][CH:18]3[C:22]([OH:24])=[O:23])=[O:16])[O:6][N:5]=2)[CH2:3][CH2:2]1. Given the reactants [CH:1]1([C:4]2[N:8]=[C:7]([C:9]3[C:10]4[CH2:28][CH2:27][C:26]([F:30])([F:29])[CH2:25][C:11]=4[S:12][C:13]=3[NH:14][C:15]([C:17]3[CH2:21][CH2:20][CH2:19][C:18]=3[C:22]([OH:24])=[O:23])=[O:16])[O:6][N:5]=2)[CH2:3][CH2:2]1.[C@@H:31]12C(=O)OC(=O)[C@@H]1CCCC2, predict the reaction product.